This data is from Forward reaction prediction with 1.9M reactions from USPTO patents (1976-2016). The task is: Predict the product of the given reaction. (1) Given the reactants [CH2:1]([C:3]1[C:8](=[O:9])[NH:7][C:6]([CH3:10])=[C:5]([C:11]2[S:15][C:14]([S:16](Cl)(=[O:18])=[O:17])=[CH:13][CH:12]=2)[CH:4]=1)[CH3:2].[NH2:20][CH2:21][CH:22]([OH:24])[CH3:23], predict the reaction product. The product is: [OH:24][CH:22]([CH3:23])[CH2:21][NH:20][S:16]([C:14]1[S:15][C:11]([C:5]2[CH:4]=[C:3]([CH2:1][CH3:2])[C:8](=[O:9])[NH:7][C:6]=2[CH3:10])=[CH:12][CH:13]=1)(=[O:18])=[O:17]. (2) Given the reactants [O:1]=[S:2]1(=[O:28])[C:7]2[CH:8]=[CH:9][CH:10]=[CH:11][C:6]=2[NH:5][C:4]([C:12]2[C:17](=[O:18])[N:16]([N:19]=[CH:20][CH:21](C)[CH3:22])[C:15]3[CH:24]=[CH:25][S:26][C:14]=3[C:13]=2[OH:27])=[N:3]1.CO.[BH4-].[Li+].Cl.O1C[CH2:37][CH2:36][CH2:35]1, predict the reaction product. The product is: [CH:20]1([NH:19][N:16]2[C:17](=[O:18])[C:12]([C:4]3[NH:5][C:6]4[CH:11]=[CH:10][CH:9]=[CH:8][C:7]=4[S:2](=[O:1])(=[O:28])[N:3]=3)=[C:13]([OH:27])[C:14]3[S:26][CH:25]=[CH:24][C:15]2=3)[CH2:21][CH2:22][CH2:37][CH2:36][CH2:35]1. (3) Given the reactants C[CH2:2][N:3](C(C)C)[CH:4](C)C.[C:10]([O:14][C:15]([NH:17][C@H:18]1[CH2:23][CH2:22][CH2:21][C@H:20]([C:24]([OH:26])=O)[CH2:19]1)=[O:16])([CH3:13])([CH3:12])[CH3:11].Cl.CNC.CCN=C=NCCCN(C)C, predict the reaction product. The product is: [C:10]([O:14][C:15](=[O:16])[NH:17][C@H:18]1[CH2:23][CH2:22][CH2:21][C@H:20]([C:24](=[O:26])[N:3]([CH3:4])[CH3:2])[CH2:19]1)([CH3:13])([CH3:12])[CH3:11]. (4) Given the reactants Br[C:2]1[CH:7]=[CH:6][CH:5]=[C:4]([Cl:8])[C:3]=1[CH2:9][CH2:10][C:11]([NH:13][CH3:14])=[O:12].C1(P(C2C=CC=CC=2)C2C=CC3C(=CC=CC=3)C=2C2C3C(=CC=CC=3)C=CC=2P(C2C=CC=CC=2)C2C=CC=CC=2)C=CC=CC=1.C(=O)([O-])[O-].[Cs+].[Cs+].C(OCC)(=O)C, predict the reaction product. The product is: [Cl:8][C:4]1[CH:5]=[CH:6][CH:7]=[C:2]2[C:3]=1[CH2:9][CH2:10][C:11](=[O:12])[N:13]2[CH3:14]. (5) Given the reactants [F:1][C:2]1[CH:11]=[C:10]2[C:5]([CH:6]=[C:7]([C@@H:15]([N:17]3C(=O)C4C(=CC=CC=4)C3=O)[CH3:16])[C:8]([CH2:12][CH2:13][CH3:14])=[N:9]2)=[CH:4][CH:3]=1.O.NN, predict the reaction product. The product is: [F:1][C:2]1[CH:11]=[C:10]2[C:5]([CH:6]=[C:7]([C@@H:15]([NH2:17])[CH3:16])[C:8]([CH2:12][CH2:13][CH3:14])=[N:9]2)=[CH:4][CH:3]=1. (6) Given the reactants C([Li])(C)(C)C.I[C:7]1[CH:12]=[CH:11][N:10]=[CH:9][CH:8]=1.[Br:13][C:14]1[CH:15]=[C:16]([C:20]([C:28]2[CH:33]=[CH:32][CH:31]=[CH:30][C:29]=2[C:34]#[N:35])=[N:21]S(C(C)(C)C)=O)[CH:17]=[CH:18][CH:19]=1, predict the reaction product. The product is: [Br:13][C:14]1[CH:15]=[C:16]([C:20]2([C:7]3[CH:12]=[CH:11][N:10]=[CH:9][CH:8]=3)[C:28]3[C:29](=[CH:30][CH:31]=[CH:32][CH:33]=3)[C:34]([NH2:35])=[N:21]2)[CH:17]=[CH:18][CH:19]=1. (7) Given the reactants [Br:1][C:2]1[CH:3]=[N:4][C:5](Cl)=[N:6][CH:7]=1.[CH3:9][C:10]1[NH:11][CH:12]=[C:13]([CH3:15])[N:14]=1.C([O-])([O-])=O.[K+].[K+].O, predict the reaction product. The product is: [Br:1][C:2]1[CH:3]=[N:4][C:5]([N:11]2[CH:12]=[C:13]([CH3:15])[N:14]=[C:10]2[CH3:9])=[N:6][CH:7]=1. (8) The product is: [CH2:1]([C:8]1[CH:9]=[N:10][C:11]2[C:16]([C:17]=1[C:18]1[CH:19]=[C:20]([NH:24][CH2:41][C:40]3[CH:39]=[CH:38][C:37](/[CH:36]=[C:32]4/[C:33](=[O:35])[NH:34][C:30](=[O:29])[S:31]/4)=[CH:44][CH:43]=3)[CH:21]=[CH:22][CH:23]=1)=[CH:15][CH:14]=[CH:13][C:12]=2[C:25]([F:28])([F:26])[F:27])[C:2]1[CH:3]=[CH:4][CH:5]=[CH:6][CH:7]=1. Given the reactants [CH2:1]([C:8]1[CH:9]=[N:10][C:11]2[C:16]([C:17]=1[C:18]1[CH:19]=[C:20]([NH2:24])[CH:21]=[CH:22][CH:23]=1)=[CH:15][CH:14]=[CH:13][C:12]=2[C:25]([F:28])([F:27])[F:26])[C:2]1[CH:7]=[CH:6][CH:5]=[CH:4][CH:3]=1.[O:29]=[C:30]1[NH:34][C:33](=[O:35])[C:32](=[CH:36][C:37]2[CH:44]=[CH:43][C:40]([CH:41]=O)=[CH:39][CH:38]=2)[S:31]1, predict the reaction product.